From a dataset of NCI-60 drug combinations with 297,098 pairs across 59 cell lines. Regression. Given two drug SMILES strings and cell line genomic features, predict the synergy score measuring deviation from expected non-interaction effect. (1) Drug 1: C1=CC(=C2C(=C1NCCNCCO)C(=O)C3=C(C=CC(=C3C2=O)O)O)NCCNCCO. Drug 2: CC(C1=C(C=CC(=C1Cl)F)Cl)OC2=C(N=CC(=C2)C3=CN(N=C3)C4CCNCC4)N. Cell line: UACC-257. Synergy scores: CSS=7.83, Synergy_ZIP=-0.241, Synergy_Bliss=2.40, Synergy_Loewe=-0.569, Synergy_HSA=1.65. (2) Drug 1: CC12CCC(CC1=CCC3C2CCC4(C3CC=C4C5=CN=CC=C5)C)O. Drug 2: C1CCC(C1)C(CC#N)N2C=C(C=N2)C3=C4C=CNC4=NC=N3. Cell line: A498. Synergy scores: CSS=-1.08, Synergy_ZIP=6.26, Synergy_Bliss=1.14, Synergy_Loewe=-2.33, Synergy_HSA=-1.14.